Dataset: Forward reaction prediction with 1.9M reactions from USPTO patents (1976-2016). Task: Predict the product of the given reaction. (1) Given the reactants [Cl:1][CH2:2][CH2:3][NH2:4].Cl.CCN(CC)CC.[O:13](C(OC(C)(C)C)=O)[C:14]([O:16][C:17]([CH3:20])([CH3:19])[CH3:18])=O, predict the reaction product. The product is: [C:17]([O:16][C:14](=[O:13])[NH:4][CH2:3][CH2:2][Cl:1])([CH3:20])([CH3:19])[CH3:18]. (2) Given the reactants [Cl:1][C:2]1[CH:11]=[CH:10][C:9]([Cl:12])=[CH:8][C:3]=1[C:4]([NH:6][NH2:7])=[O:5].C(N(CC)CC)C.[CH2:20]([C:28]1([CH2:44][CH2:45][CH2:46][CH2:47][CH2:48][CH2:49][CH2:50][CH3:51])[C:40]2[CH:39]=[C:38]([C:41](Cl)=[O:42])[CH:37]=[CH:36][C:35]=2[C:34]2[C:29]1=[CH:30][CH:31]=[CH:32][CH:33]=2)[CH2:21][CH2:22][CH2:23][CH2:24][CH2:25][CH2:26][CH3:27], predict the reaction product. The product is: [Cl:1][C:2]1[CH:11]=[CH:10][C:9]([Cl:12])=[CH:8][C:3]=1[C:4]([NH:6][NH:7][C:41]([C:38]1[CH:37]=[CH:36][C:35]2[C:34]3[C:29](=[CH:30][CH:31]=[CH:32][CH:33]=3)[C:28]([CH2:44][CH2:45][CH2:46][CH2:47][CH2:48][CH2:49][CH2:50][CH3:51])([CH2:20][CH2:21][CH2:22][CH2:23][CH2:24][CH2:25][CH2:26][CH3:27])[C:40]=2[CH:39]=1)=[O:42])=[O:5]. (3) Given the reactants [F:1][CH:2]([F:16])[CH:3]1[CH2:8][CH:7]([C:9]([OH:11])=O)[CH2:6][CH2:5][N:4]1[C:12]([O:14][CH3:15])=[O:13].N1(C(N2C=CN=C2)=O)C=CN=C1.[CH2:29]([O:31][C:32](=[O:37])[CH2:33][C:34]([O-:36])=O)[CH3:30].[K+].[Cl-].[Mg+2].[Cl-].[NH4+].[Cl-], predict the reaction product. The product is: [F:16][CH:2]([F:1])[C@H:3]1[CH2:8][C@H:7]([C:9](=[O:11])[CH2:33][C:32]([O:31][CH2:29][CH3:30])=[O:37])[CH2:6][CH2:5][N:4]1[C:12]([O:14][CH3:15])=[O:13].[F:16][CH:2]([F:1])[C@H:3]1[CH2:8][C@@H:7]([C:34](=[O:36])[CH2:33][C:32]([O:31][CH2:29][CH3:30])=[O:37])[CH2:6][CH2:5][N:4]1[C:12]([O:14][CH3:15])=[O:13]. (4) Given the reactants C(=O)([O-])[O-].[Na+].[Na+].Br[C:8]1[CH:29]=[CH:28][C:11]([C:12]([N:14]2[CH2:18][CH2:17][C@@:16]3([C:22]4[CH:23]=[CH:24][CH:25]=[CH:26][C:21]=4[C:20](=[O:27])[O:19]3)[CH2:15]2)=[O:13])=[C:10]([Cl:30])[CH:9]=1.[CH3:31][O:32][C:33]1[CH:34]=[C:35](B(O)O)[CH:36]=[N:37][CH:38]=1.C1(C)C=CC=CC=1.C(O)C, predict the reaction product. The product is: [Cl:30][C:10]1[CH:9]=[C:8]([C:35]2[CH:36]=[N:37][CH:38]=[C:33]([O:32][CH3:31])[CH:34]=2)[CH:29]=[CH:28][C:11]=1[C:12]([N:14]1[CH2:18][CH2:17][C@@:16]2([C:22]3[CH:23]=[CH:24][CH:25]=[CH:26][C:21]=3[C:20](=[O:27])[O:19]2)[CH2:15]1)=[O:13]. (5) The product is: [C:18]([O:22][C:23]([N:14]1[CH2:13][CH2:12][C:11]2([N:7]([C:1]3[CH:2]=[CH:3][CH:4]=[CH:5][CH:6]=3)[CH2:8][NH:9][C:10]2=[O:17])[CH2:16][CH2:15]1)=[O:24])([CH3:21])([CH3:20])[CH3:19]. Given the reactants [C:1]1([N:7]2[C:11]3([CH2:16][CH2:15][NH:14][CH2:13][CH2:12]3)[C:10](=[O:17])[NH:9][CH2:8]2)[CH:6]=[CH:5][CH:4]=[CH:3][CH:2]=1.[C:18]([O:22][C:23](O[C:23]([O:22][C:18]([CH3:21])([CH3:20])[CH3:19])=[O:24])=[O:24])([CH3:21])([CH3:20])[CH3:19], predict the reaction product. (6) Given the reactants [C:1]([O:4][CH2:5][C:6]([CH3:36])([CH3:35])[CH2:7][N:8]1[C:14]2[CH:15]=[CH:16][C:17]([Cl:19])=[CH:18][C:13]=2[C@@H:12]([C:20]2[CH:25]=[CH:24][CH:23]=[C:22]([O:26][CH3:27])[C:21]=2[O:28][CH3:29])[O:11][C@H:10]([CH2:30][C:31](O)=[O:32])[C:9]1=[O:34])(=[O:3])[CH3:2].S(Cl)(Cl)=O.Cl.[NH2:42][C:43]1[S:44][CH:45]=[C:46]([CH2:48][C:49]([O:51][CH3:52])=[O:50])[N:47]=1.C(N(CC)CC)C, predict the reaction product. The product is: [C:1]([O:4][CH2:5][C:6]([CH3:36])([CH3:35])[CH2:7][N:8]1[C:14]2[CH:15]=[CH:16][C:17]([Cl:19])=[CH:18][C:13]=2[C@@H:12]([C:20]2[CH:25]=[CH:24][CH:23]=[C:22]([O:26][CH3:27])[C:21]=2[O:28][CH3:29])[O:11][C@H:10]([CH2:30][C:31]([NH:42][C:43]2[S:44][CH:45]=[C:46]([CH2:48][C:49]([O:51][CH3:52])=[O:50])[N:47]=2)=[O:32])[C:9]1=[O:34])(=[O:3])[CH3:2]. (7) The product is: [CH3:1][C:2]1([CH3:33])[CH2:7][CH2:6][C:5]([C:8]2[CH:13]=[C:12]([C:14]([CH3:15])([NH:16][CH2:17][CH2:18][S:19][CH3:20])[CH3:22])[CH:11]=[CH:10][C:9]=2[NH:23][C:24]([C:26]2[NH:27][CH:28]=[C:29]([C:31]#[N:32])[N:30]=2)=[O:25])=[CH:4][CH2:3]1. Given the reactants [CH3:1][C:2]1([CH3:33])[CH2:7][CH2:6][C:5]([C:8]2[CH:13]=[C:12]([C:14]([CH3:22])([N:16]3C[CH2:20][S:19][CH2:18][CH2:17]3)[CH3:15])[CH:11]=[CH:10][C:9]=2[NH:23][C:24]([C:26]2[NH:27][CH:28]=[C:29]([C:31]#[N:32])[N:30]=2)=[O:25])=[CH:4][CH2:3]1.OO.CCOC(C)=O, predict the reaction product. (8) Given the reactants [CH2:1]([C:3]1[CH:10]=[CH:9][C:6]([CH:7]=O)=[CH:5][CH:4]=1)[CH3:2].Br[CH2:12][N+:13]([O-:15])=[O:14].[Cl-:16].C[NH2+]C.[F-].[K+], predict the reaction product. The product is: [Cl:16]/[C:12](/[N+:13]([O-:15])=[O:14])=[CH:7]\[C:6]1[CH:9]=[CH:10][C:3]([CH2:1][CH3:2])=[CH:4][CH:5]=1. (9) Given the reactants [NH2:1][C@H:2]1[CH2:7][CH2:6][C@H:5]([C:8]2[CH:13]=[CH:12][C:11]([OH:14])=[CH:10][CH:9]=2)[CH2:4][CH2:3]1.[CH4:15], predict the reaction product. The product is: [CH3:15][N:1]([CH2:10][CH2:9][CH2:8][C:5]1[CH:6]=[CH:7][CH:2]=[CH:3][CH:4]=1)[CH:2]1[CH2:3][CH2:4][CH:5]([C:8]2[CH:9]=[CH:10][C:11]([OH:14])=[CH:12][CH:13]=2)[CH2:6][CH2:7]1.